This data is from TCR-epitope binding with 47,182 pairs between 192 epitopes and 23,139 TCRs. The task is: Binary Classification. Given a T-cell receptor sequence (or CDR3 region) and an epitope sequence, predict whether binding occurs between them. The epitope is GTITVEELK. The TCR CDR3 sequence is CASTLPGQGMNTGELFF. Result: 0 (the TCR does not bind to the epitope).